Task: Regression. Given two drug SMILES strings and cell line genomic features, predict the synergy score measuring deviation from expected non-interaction effect.. Dataset: Merck oncology drug combination screen with 23,052 pairs across 39 cell lines (1) Drug 1: CC(=O)OC1C(=O)C2(C)C(O)CC3OCC3(OC(C)=O)C2C(OC(=O)c2ccccc2)C2(O)CC(OC(=O)C(O)C(NC(=O)c3ccccc3)c3ccccc3)C(C)=C1C2(C)C. Drug 2: CCc1cnn2c(NCc3ccc[n+]([O-])c3)cc(N3CCCCC3CCO)nc12. Cell line: A427. Synergy scores: synergy=4.86. (2) Drug 1: NC(=O)c1cccc2cn(-c3ccc(C4CCCNC4)cc3)nc12. Drug 2: Cn1c(=O)n(-c2ccc(C(C)(C)C#N)cc2)c2c3cc(-c4cnc5ccccc5c4)ccc3ncc21. Cell line: A2058. Synergy scores: synergy=0.573. (3) Drug 1: COC12C(COC(N)=O)C3=C(C(=O)C(C)=C(N)C3=O)N1CC1NC12. Drug 2: Cc1nc(Nc2ncc(C(=O)Nc3c(C)cccc3Cl)s2)cc(N2CCN(CCO)CC2)n1. Cell line: NCIH2122. Synergy scores: synergy=-21.7.